This data is from Catalyst prediction with 721,799 reactions and 888 catalyst types from USPTO. The task is: Predict which catalyst facilitates the given reaction. (1) Reactant: [CH3:1][C:2]1[C:3]2[N:4]([N:9]=[C:10]([C:12]3[N:13]=[C:14]4[CH:22]=[CH:21][C:20](F)=[CH:19][N:15]4[C:16](=[O:18])[CH:17]=3)[CH:11]=2)[CH:5]=[C:6]([CH3:8])[N:7]=1.[NH:24]1[CH2:28][CH2:27][C@@H:26]([CH2:29][NH:30][C:31](=[O:37])[O:32][C:33]([CH3:36])([CH3:35])[CH3:34])[CH2:25]1. Product: [CH3:1][C:2]1[C:3]2[N:4]([N:9]=[C:10]([C:12]3[N:13]=[C:14]4[CH:22]=[CH:21][C:20]([N:24]5[CH2:28][CH2:27][C@@H:26]([CH2:29][NH:30][C:31](=[O:37])[O:32][C:33]([CH3:35])([CH3:34])[CH3:36])[CH2:25]5)=[CH:19][N:15]4[C:16](=[O:18])[CH:17]=3)[CH:11]=2)[CH:5]=[C:6]([CH3:8])[N:7]=1. The catalyst class is: 44. (2) Reactant: C[O:2][C:3](=[O:33])[C:4]([C:7]1[CH:12]=[CH:11][C:10]([C:13]#[C:14][C:15]2[C:24]([CH3:25])=[CH:23][C:22]3[CH:21]([N:26]([CH:28]4[CH2:30][CH2:29]4)[CH3:27])[CH2:20][CH2:19][C:18]([CH3:32])([CH3:31])[C:17]=3[CH:16]=2)=[CH:9][CH:8]=1)([CH3:6])[CH3:5].[OH-].[Na+]. Product: [CH:28]1([N:26]([CH3:27])[CH:21]2[CH2:20][CH2:19][C:18]([CH3:31])([CH3:32])[C:17]3[CH:16]=[C:15]([C:14]#[C:13][C:10]4[CH:9]=[CH:8][C:7]([C:4]([CH3:6])([CH3:5])[C:3]([OH:33])=[O:2])=[CH:12][CH:11]=4)[C:24]([CH3:25])=[CH:23][C:22]2=3)[CH2:29][CH2:30]1. The catalyst class is: 111. (3) Reactant: [NH2:1][C:2]1[CH:7]=[C:6]([C:8]([C:10]2[C:14]3[CH:15]=[N:16][CH:17]=[CH:18][C:13]=3[N:12]([CH:19]([CH3:21])[CH3:20])[N:11]=2)=[O:9])[CH:5]=[CH:4][N:3]=1.[C:22]([C:24]1[CH:29]=[CH:28][C:27]([CH2:30][C:31](O)=[O:32])=[CH:26][CH:25]=1)#[N:23].CN(C(ON1N=NC2C=CC=NC1=2)=[N+](C)C)C.F[P-](F)(F)(F)(F)F. Product: [C:22]([C:24]1[CH:29]=[CH:28][C:27]([CH2:30][C:31]([NH:1][C:2]2[CH:7]=[C:6]([C:8]([C:10]3[C:14]4[CH:15]=[N:16][CH:17]=[CH:18][C:13]=4[N:12]([CH:19]([CH3:21])[CH3:20])[N:11]=3)=[O:9])[CH:5]=[CH:4][N:3]=2)=[O:32])=[CH:26][CH:25]=1)#[N:23]. The catalyst class is: 17. (4) Reactant: [Cl:1][C:2]1[CH:3]=[C:4]([C:12]2[CH:17]=[CH:16][C:15]([N+:18]([O-:20])=[O:19])=[CH:14][CH:13]=2)[CH:5]=[CH:6][C:7]=1[C:8]([O:10]C)=[O:9].CO.O.[OH-].[Na+]. Product: [Cl:1][C:2]1[CH:3]=[C:4]([C:12]2[CH:13]=[CH:14][C:15]([N+:18]([O-:20])=[O:19])=[CH:16][CH:17]=2)[CH:5]=[CH:6][C:7]=1[C:8]([OH:10])=[O:9]. The catalyst class is: 1. (5) Reactant: Cl[C:2]1[N:7]=[C:6]([O:8][C:9]2[C:18]3[C:13](=[CH:14][CH:15]=[CH:16][CH:17]=3)[C:12]([NH:19][C:20]([NH:22][C:23]3[N:27]([C:28]4[CH:33]=[CH:32][C:31]([CH3:34])=[CH:30][CH:29]=4)[N:26]=[C:25]([Si:35]([CH3:38])([CH3:37])[CH3:36])[CH:24]=3)=[O:21])=[CH:11][CH:10]=2)[CH:5]=[CH:4][N:3]=1.[O:39]1[CH2:44][CH2:43][N:42]([CH2:45][CH2:46][O:47][C:48]2[CH:49]=[C:50]([CH:52]=[CH:53][CH:54]=2)[NH2:51])[CH2:41][CH2:40]1. Product: [O:39]1[CH2:40][CH2:41][N:42]([CH2:45][CH2:46][O:47][C:48]2[CH:49]=[C:50]([NH:51][C:2]3[N:7]=[C:6]([O:8][C:9]4[C:18]5[C:13](=[CH:14][CH:15]=[CH:16][CH:17]=5)[C:12]([NH:19][C:20]([NH:22][C:23]5[N:27]([C:28]6[CH:29]=[CH:30][C:31]([CH3:34])=[CH:32][CH:33]=6)[N:26]=[C:25]([Si:35]([CH3:38])([CH3:37])[CH3:36])[CH:24]=5)=[O:21])=[CH:11][CH:10]=4)[CH:5]=[CH:4][N:3]=3)[CH:52]=[CH:53][CH:54]=2)[CH2:43][CH2:44]1. The catalyst class is: 3. (6) Reactant: [O:1]=[C:2]([CH3:9])[CH2:3][C:4]([O:6][CH2:7][CH3:8])=[O:5].Br[CH2:11][C:12]([CH3:14])=[CH2:13].C([O-])([O-])=O.[K+].[K+]. Product: [C:2]([CH:3]([CH2:13][C:12]([CH3:14])=[CH2:11])[C:4]([O:6][CH2:7][CH3:8])=[O:5])(=[O:1])[CH3:9]. The catalyst class is: 10. (7) Reactant: [C:1]([Si:5]([CH3:13])([CH3:12])[O:6][CH2:7][CH2:8][C@@H:9]([NH2:11])[CH3:10])([CH3:4])([CH3:3])[CH3:2].[CH3:14][O:15][C:16]([C:18]1[S:19][C:20]([C:24]#[C:25][C:26]([CH3:29])([CH3:28])[CH3:27])=[CH:21][C:22]=1I)=[O:17].C1C=CC(P(C2C(C3C(P(C4C=CC=CC=4)C4C=CC=CC=4)=CC=C4C=3C=CC=C4)=C3C(C=CC=C3)=CC=2)C2C=CC=CC=2)=CC=1. Product: [CH3:14][O:15][C:16]([C:18]1[S:19][C:20]([C:24]#[C:25][C:26]([CH3:29])([CH3:28])[CH3:27])=[CH:21][C:22]=1[NH:11][C@@H:9]([CH3:10])[CH2:8][CH2:7][O:6][Si:5]([C:1]([CH3:3])([CH3:2])[CH3:4])([CH3:13])[CH3:12])=[O:17]. The catalyst class is: 318.